This data is from Full USPTO retrosynthesis dataset with 1.9M reactions from patents (1976-2016). The task is: Predict the reactants needed to synthesize the given product. (1) Given the product [N+:1]([C:4]1[CH:5]=[CH:6][C:7]([C:10]2[O:14][N:13]=[CH:12][C:11]=2[CH2:15][CH2:16][CH2:17][OH:18])=[CH:8][CH:9]=1)([O-:3])=[O:2], predict the reactants needed to synthesize it. The reactants are: [N+:1]([C:4]1[CH:9]=[CH:8][C:7]([C:10]2[O:14][N:13]=[CH:12][C:11]=2[CH2:15][CH2:16][C:17](OC)=[O:18])=[CH:6][CH:5]=1)([O-:3])=[O:2].[H-].C([Al+]CC(C)C)C(C)C.Cl. (2) Given the product [Cl:16][C:7]1[CH:6]=[C:5]([NH2:8])[C:4](=[CH:3][CH:2]=1)[O:11][CH3:12], predict the reactants needed to synthesize it. The reactants are: Cl[C:2]1[CH:7]=[CH:6][C:5]([N+:8]([O-])=O)=[C:4]([O:11][CH3:12])[CH:3]=1.O.O.[Sn](Cl)[Cl:16].[OH-].[Na+]. (3) The reactants are: F[B-](F)(F)F.[O:6]=[N+:7]=[O:8].[CH3:9][C:10]([C:19]1[S:20][CH:21]=[C:22]([CH3:24])[CH:23]=1)([CH3:18])[C:11]([N:13]1[CH2:17][CH2:16][CH2:15][CH2:14]1)=[O:12].O. Given the product [CH3:18][C:10]([C:19]1[S:20][C:21]([N+:7]([O-:8])=[O:6])=[C:22]([CH3:24])[CH:23]=1)([CH3:9])[C:11]([N:13]1[CH2:17][CH2:16][CH2:15][CH2:14]1)=[O:12], predict the reactants needed to synthesize it. (4) The reactants are: N[C:2]1[C:7](Cl)=[CH:6][N:5]=[C:4]2[O:9][CH2:10][O:11][C:3]=12.[CH2:12]1[O:20]C2C(=NC=CC=2)[O:13]1.C(=O)=O. Given the product [CH2:10]1[O:11][C:3]2[C:4](=[N:5][CH:6]=[CH:7][C:2]=2[C:12]([OH:20])=[O:13])[O:9]1, predict the reactants needed to synthesize it. (5) Given the product [CH3:10][NH:9][C:8]1[CH:4]=[C:3]([B:17]([OH:20])[OH:18])[CH:15]=[CH:12][CH:14]=1, predict the reactants needed to synthesize it. The reactants are: BrC1[CH:3]=[C:4]([CH2:8][NH2:9])C=CC=1.[CH3:10][Li].[C:12]([Li])([CH3:15])([CH3:14])C.[B:17](OC)([O:20]C)[O:18]C.Cl.